Dataset: NCI-60 drug combinations with 297,098 pairs across 59 cell lines. Task: Regression. Given two drug SMILES strings and cell line genomic features, predict the synergy score measuring deviation from expected non-interaction effect. Drug 1: CC1CCC2CC(C(=CC=CC=CC(CC(C(=O)C(C(C(=CC(C(=O)CC(OC(=O)C3CCCCN3C(=O)C(=O)C1(O2)O)C(C)CC4CCC(C(C4)OC)OCCO)C)C)O)OC)C)C)C)OC. Drug 2: CC1=C(C(=O)C2=C(C1=O)N3CC4C(C3(C2COC(=O)N)OC)N4)N. Cell line: SR. Synergy scores: CSS=58.3, Synergy_ZIP=-3.40, Synergy_Bliss=-4.11, Synergy_Loewe=-9.47, Synergy_HSA=-1.71.